Predict which catalyst facilitates the given reaction. From a dataset of Catalyst prediction with 721,799 reactions and 888 catalyst types from USPTO. (1) Reactant: C[O:2][C:3](=[O:23])[CH2:4][CH2:5][C:6]1([CH3:22])[CH2:15][CH2:14][C:13]2[C:8](=[C:9]3[CH:20]4[CH2:21][CH:17]([CH2:18][CH2:19]4)[C:10]3=[C:11]([OH:16])[CH:12]=2)[O:7]1.[OH-].[Na+].O1CCO[CH2:28][CH2:27]1. Product: [OH:16][C:11]1[CH:12]=[C:13]2[C:8](=[C:9]3[CH:20]4[CH2:27][CH2:28][CH2:21][CH:17]([CH2:18][CH2:19]4)[C:10]=13)[O:7][C:6]([CH2:5][CH2:4][C:3]([OH:2])=[O:23])([CH3:22])[CH2:15][CH2:14]2. The catalyst class is: 6. (2) Reactant: Br[C:2]1[CH:10]=[CH:9][C:8]([O:11]C)=[CH:7][C:3]=1C(O)=O.Br[C:14]1[CH:22]=[CH:21][CH:20]=[CH:19][C:15]=1[C:16]([OH:18])=[O:17].[OH-].[Na+]. Product: [CH:21]1[CH:22]=[C:14]2[C:2]3[CH:10]=[CH:9][C:8]([OH:11])=[CH:7][C:3]=3[O:18][C:16](=[O:17])[C:15]2=[CH:19][CH:20]=1. The catalyst class is: 6. (3) Reactant: [CH2:1]([C@@H:8]1[CH2:13][NH:12][CH2:11][CH2:10][N:9]1[C:14]([C:16]1[N:17]=[CH:18][N:19]([C@@H:27]2[CH2:32][CH2:31][CH2:30][CH2:29][C@:28]2([CH2:34][O:35][CH3:36])[OH:33])[C:20]=1[C:21]1[CH:26]=[CH:25][CH:24]=[CH:23][CH:22]=1)=[O:15])[C:2]1[CH:7]=[CH:6][CH:5]=[CH:4][CH:3]=1.[C:37]([OH:44])(=[O:43])/[CH:38]=[CH:39]/[C:40]([OH:42])=[O:41]. Product: [C:37]([OH:44])(=[O:43])/[CH:38]=[CH:39]/[C:40]([OH:42])=[O:41].[CH2:1]([C@@H:8]1[CH2:13][NH:12][CH2:11][CH2:10][N:9]1[C:14]([C:16]1[N:17]=[CH:18][N:19]([C@@H:27]2[CH2:32][CH2:31][CH2:30][CH2:29][C@:28]2([CH2:34][O:35][CH3:36])[OH:33])[C:20]=1[C:21]1[CH:22]=[CH:23][CH:24]=[CH:25][CH:26]=1)=[O:15])[C:2]1[CH:7]=[CH:6][CH:5]=[CH:4][CH:3]=1. The catalyst class is: 336. (4) Reactant: F[C:2]1[CH:7]=[C:6]([N:8]2[CH2:13][CH2:12][N:11]([CH3:14])[CH2:10][CH2:9]2)[CH:5]=[C:4]([F:15])[N:3]=1.[CH3:16][O:17][C:18]1[CH:25]=[CH:24][C:21]([CH2:22][NH2:23])=[CH:20][CH:19]=1.CCN(CC)CC.O. Product: [F:15][C:4]1[CH:5]=[C:6]([N:8]2[CH2:13][CH2:12][N:11]([CH3:14])[CH2:10][CH2:9]2)[CH:7]=[C:2]([NH:23][CH2:22][C:21]2[CH:24]=[CH:25][C:18]([O:17][CH3:16])=[CH:19][CH:20]=2)[N:3]=1. The catalyst class is: 37. (5) Reactant: [Cl:1][C:2]1[C:7]([CH:8]2[CH2:13][CH2:12][NH:11][CH2:10][CH2:9]2)=[CH:6][C:5]([C:14]#[N:15])=[CH:4][C:3]=1[NH:16][C:17]1[N:22]=[C:21]([N:23]([CH:33]2[CH2:35][CH2:34]2)CC2C=CC(OC)=CC=2)[C:20]2=[N:36][CH:37]=[C:38]([C:39]#[N:40])[N:19]2[N:18]=1.C=O.O.[CH3:44]C(O)=O.C([O-])(O)=O.[Na+].C1(OC)C=CC=CC=1.C(O)(C(F)(F)F)=O. Product: [Cl:1][C:2]1[C:7]([CH:8]2[CH2:9][CH2:10][N:11]([CH3:44])[CH2:12][CH2:13]2)=[CH:6][C:5]([C:14]#[N:15])=[CH:4][C:3]=1[NH:16][C:17]1[N:22]=[C:21]([NH:23][CH:33]2[CH2:35][CH2:34]2)[C:20]2=[N:36][CH:37]=[C:38]([C:39]#[N:40])[N:19]2[N:18]=1. The catalyst class is: 26.